From a dataset of Reaction yield outcomes from USPTO patents with 853,638 reactions. Predict the reaction yield, written as a fraction of the theoretical maximum amount of product (1.0 means a 100% yield; for example, 0.34 means a 34% yield). (1) The reactants are [O:1]1[C:5]2[CH:6]=[CH:7][CH:8]=[CH:9][C:4]=2[CH:3]=[C:2]1[C:10]1[CH:44]=[CH:43][C:13]([C:14]([NH:16][S:17]([C:20]2[CH:25]=[CH:24][C:23]([CH2:26][O:27][Si](C(C)(C)C)(C)C)=[CH:22][C:21]=2[S:35](=[O:42])(=[O:41])[NH:36]C(C)(C)C)(=[O:19])=[O:18])=[O:15])=[CH:12][CH:11]=1.FC(F)(F)C(O)=O. No catalyst specified. The product is [O:1]1[C:5]2[CH:6]=[CH:7][CH:8]=[CH:9][C:4]=2[CH:3]=[C:2]1[C:10]1[CH:11]=[CH:12][C:13]([C:14]([NH:16][S:17]([C:20]2[CH:25]=[CH:24][C:23]([CH2:26][OH:27])=[CH:22][C:21]=2[S:35](=[O:42])(=[O:41])[NH2:36])(=[O:18])=[O:19])=[O:15])=[CH:43][CH:44]=1. The yield is 0.760. (2) The reactants are [CH3:1][O:2][CH2:3][CH2:4][NH:5][C:6]([C:8]1[N:12]([CH2:13][C:14]2[CH:19]=[CH:18][CH:17]=[C:16]([Cl:20])[CH:15]=2)[C:11]2[CH:21]=[C:22](Br)[S:23][C:10]=2[C:9]=1I)=[O:7].[C:26]1([C:32]#[C:33][Sn](C)(C)C)[CH:31]=[CH:30][CH:29]=[CH:28][CH:27]=1.C([O-])([O-])=O.[Na+].[Na+]. The catalyst is C1(C)C=CC=CC=1.C1C=CC([P]([Pd]([P](C2C=CC=CC=2)(C2C=CC=CC=2)C2C=CC=CC=2)([P](C2C=CC=CC=2)(C2C=CC=CC=2)C2C=CC=CC=2)[P](C2C=CC=CC=2)(C2C=CC=CC=2)C2C=CC=CC=2)(C2C=CC=CC=2)C2C=CC=CC=2)=CC=1. The product is [CH3:1][O:2][CH2:3][CH2:4][NH:5][C:6]([C:8]1[N:12]([CH2:13][C:14]2[CH:19]=[CH:18][CH:17]=[C:16]([Cl:20])[CH:15]=2)[C:11]2[CH:21]=[C:22]([C:33]#[C:32][C:26]3[CH:31]=[CH:30][CH:29]=[CH:28][CH:27]=3)[S:23][C:10]=2[C:9]=1[C:33]#[C:32][C:26]1[CH:31]=[CH:30][CH:29]=[CH:28][CH:27]=1)=[O:7]. The yield is 0.360. (3) The reactants are [NH2:1][C:2]1[CH:10]=[C:9]([Cl:11])[CH:8]=[CH:7][C:3]=1[C:4]([NH2:6])=[O:5].CCN(C(C)C)C(C)C.Cl[C:22](=[O:28])[C:23]([O:25][CH2:26][CH3:27])=[O:24]. The catalyst is C1COCC1. The product is [C:4]([C:3]1[CH:7]=[CH:8][C:9]([Cl:11])=[CH:10][C:2]=1[NH:1][C:22](=[O:28])[C:23]([O:25][CH2:26][CH3:27])=[O:24])(=[O:5])[NH2:6]. The yield is 0.880.